The task is: Predict the reaction yield, written as a fraction of the theoretical maximum amount of product (1.0 means a 100% yield; for example, 0.34 means a 34% yield).. This data is from Reaction yield outcomes from USPTO patents with 853,638 reactions. (1) The reactants are O[CH:2]([CH2:6][CH2:7][CH2:8][CH2:9][CH2:10][CH2:11][CH2:12][CH2:13][CH2:14][CH2:15][CH2:16][CH2:17][CH2:18][CH2:19][CH3:20])[CH2:3][C:4]#[N:5].CS(Cl)(=O)=O.[NH:26]1[CH:30]=[CH:29][N:28]=[CH:27]1. The catalyst is CN(C1C=CN=CC=1)C.C(Cl)Cl. The product is [N:26]1([CH:15]([CH2:16][CH2:17][CH2:18][CH2:19][CH3:20])[CH2:14][CH2:13][CH2:12][CH2:11][CH2:10][CH2:9][CH2:8][CH2:7][CH2:6][CH2:2][CH2:3][C:4]#[N:5])[CH:30]=[CH:29][N:28]=[CH:27]1. The yield is 0.320. (2) The reactants are [CH3:1][N:2]1[CH2:15][CH2:14][C:5]2[NH:6][C:7]3[C:8]([CH3:13])=[CH:9][CH:10]=[CH:11][C:12]=3[C:4]=2[CH2:3]1.[OH-].[K+].[F:18][C:19]([F:29])([F:28])[C:20]1[CH:25]=[CH:24][C:23]([CH:26]=[CH2:27])=[CH:22][N:21]=1.O. The catalyst is CN1C(=O)CCC1. The product is [F:29][C:19]([F:18])([F:28])[C:20]1[N:21]=[CH:22][C:23]([CH2:26][CH2:27][N:6]2[C:7]3[C:8]([CH3:13])=[CH:9][CH:10]=[CH:11][C:12]=3[C:4]3[CH2:3][N:2]([CH3:1])[CH2:15][CH2:14][C:5]2=3)=[CH:24][CH:25]=1. The yield is 0.0820. (3) The reactants are [F:1][C:2]1[CH:7]=[CH:6][C:5]([C:8]2[S:9][C:10]3[N:11]=[C:12]([NH2:23])[N:13]=[C:14]([N:17]4[CH2:22][CH2:21][NH:20][CH2:19][CH2:18]4)[C:15]=3[N:16]=2)=[CH:4][CH:3]=1.N1C=CC=CC=1.[C:30]1([S:36](Cl)(=[O:38])=[O:37])[CH:35]=[CH:34][CH:33]=[CH:32][CH:31]=1. The catalyst is CN(C=O)C. The product is [F:1][C:2]1[CH:7]=[CH:6][C:5]([C:8]2[S:9][C:10]3[N:11]=[C:12]([NH2:23])[N:13]=[C:14]([N:17]4[CH2:18][CH2:19][N:20]([S:36]([C:30]5[CH:35]=[CH:34][CH:33]=[CH:32][CH:31]=5)(=[O:38])=[O:37])[CH2:21][CH2:22]4)[C:15]=3[N:16]=2)=[CH:4][CH:3]=1. The yield is 0.450. (4) The reactants are [F:1][C:2]1[CH:8]=[C:7](I)[CH:6]=[CH:5][C:3]=1[NH2:4].[CH2:10](C([Sn])=C(CCCC)CCCC)[CH2:11]CC.C(C1C=C(C)C=C(C(C)(C)C)C=1O)(C)(C)C. The catalyst is C1(C)C=CC=CC=1.C1C=CC([P]([Pd]([P](C2C=CC=CC=2)(C2C=CC=CC=2)C2C=CC=CC=2)([P](C2C=CC=CC=2)(C2C=CC=CC=2)C2C=CC=CC=2)[P](C2C=CC=CC=2)(C2C=CC=CC=2)C2C=CC=CC=2)(C2C=CC=CC=2)C2C=CC=CC=2)=CC=1. The yield is 0.930. The product is [F:1][C:2]1[CH:8]=[C:7]([CH:10]=[CH2:11])[CH:6]=[CH:5][C:3]=1[NH2:4]. (5) The reactants are Cl[C:2]1[C:11]2[C:6](=[CH:7][CH:8]=[C:9]([I:12])[CH:10]=2)[N:5]=[CH:4][C:3]=1[C:13]#[N:14].[O-:15][CH2:16][CH3:17].[Na+]. The catalyst is C(O)C. The product is [CH2:16]([O:15][C:2]1[C:11]2[C:6](=[CH:7][CH:8]=[C:9]([I:12])[CH:10]=2)[N:5]=[CH:4][C:3]=1[C:13]#[N:14])[CH3:17]. The yield is 0.920.